This data is from Reaction yield outcomes from USPTO patents with 853,638 reactions. The task is: Predict the reaction yield, written as a fraction of the theoretical maximum amount of product (1.0 means a 100% yield; for example, 0.34 means a 34% yield). (1) The reactants are [NH2:1][C@H:2]([C:4]1[N:13]([CH:14]2[CH2:16][CH2:15]2)[C:12](=[O:17])[C:11]2[C:6](=[CH:7][CH:8]=[CH:9][C:10]=2[C:18]2[CH:19]=[N:20][N:21]([CH3:23])[CH:22]=2)[N:5]=1)[CH3:3].Cl[C:25]1[N:30]=[CH:29][N:28]=[C:27]([NH2:31])[C:26]=1[C:32]1[O:36][N:35]=[C:34]([CH3:37])[N:33]=1.C(N(CC)C(C)C)(C)C. The catalyst is CCCCO. The product is [NH2:31][C:27]1[N:28]=[CH:29][N:30]=[C:25]([NH:1][C@H:2]([C:4]2[N:13]([CH:14]3[CH2:16][CH2:15]3)[C:12](=[O:17])[C:11]3[C:6](=[CH:7][CH:8]=[CH:9][C:10]=3[C:18]3[CH:19]=[N:20][N:21]([CH3:23])[CH:22]=3)[N:5]=2)[CH3:3])[C:26]=1[C:32]1[O:36][N:35]=[C:34]([CH3:37])[N:33]=1. The yield is 0.847. (2) The reactants are [CH3:1][O:2][N:3]([CH3:18])[C:4]([CH:6]([NH:10][C:11](=[O:17])[O:12][C:13]([CH3:16])([CH3:15])[CH3:14])[CH2:7][CH:8]=[CH2:9])=[O:5].[H-].[Na+].I[CH3:22]. The catalyst is CN(C)C=O. The product is [CH3:1][O:2][N:3]([CH3:18])[C:4]([CH:6]([N:10]([CH3:22])[C:11](=[O:17])[O:12][C:13]([CH3:14])([CH3:16])[CH3:15])[CH2:7][CH:8]=[CH2:9])=[O:5]. The yield is 0.720. (3) The reactants are [Cl:1][C:2]1[CH:3]=[N:4][C:5]2[C:10]([C:11]=1OS(C(F)(F)F)(=O)=O)=[N:9][C:8]([O:20][CH3:21])=[CH:7][CH:6]=2.[CH2:22]([Sn](CCCC)(CCCC)CCCC)[CH:23]=[CH2:24]. The catalyst is CN(C=O)C. The product is [CH2:24]([C:11]1[C:2]([Cl:1])=[CH:3][N:4]=[C:5]2[C:10]=1[N:9]=[C:8]([O:20][CH3:21])[CH:7]=[CH:6]2)[CH:23]=[CH2:22]. The yield is 0.770. (4) The catalyst is C(#N)C.CO. The reactants are [NH2:1][C:2]1[N:7]=[C:6]([Cl:8])[CH:5]=[C:4]([CH3:9])[N:3]=1.[I:10]N1C(=O)CCC1=O. The product is [Cl:8][C:6]1[C:5]([I:10])=[C:4]([CH3:9])[N:3]=[C:2]([NH2:1])[N:7]=1. The yield is 0.830.